Task: Binary Classification. Given a miRNA mature sequence and a target amino acid sequence, predict their likelihood of interaction.. Dataset: Experimentally validated miRNA-target interactions with 360,000+ pairs, plus equal number of negative samples The miRNA is hsa-miR-129-5p with sequence CUUUUUGCGGUCUGGGCUUGC. Result: 1 (interaction). The protein sequence of the target gene is MASGDTLYIATDGSEMPAEIVELHEIEVETIPVETIETTVVGEEEEEDDDDEDGGGGDHGGGGGHGHAGHHHHHHHHHHHPPMIALQPLVTDDPTQVHHHQEVILVQTREEVVGGDDSDGLRAEDGFEDQILIPVPAPAGGDDDYIEQTLVTVAAAGKSGGGGSSSSGGGRVKKGGGKKSGKKSYLSGGAGAAGGGGADPGNKKWEQKQVQIKTLEGEFSVTMWSSDEKKDIDHETVVEEQIIGENSPPDYSEYMTGKKLPPGGIPGIDLSDPKQLAEFARMKPRKIKEDDAPRTIACPH....